Dataset: Full USPTO retrosynthesis dataset with 1.9M reactions from patents (1976-2016). Task: Predict the reactants needed to synthesize the given product. (1) The reactants are: Cl[C:2]1[N:7]=[C:6]([N:8]([CH3:24])[C:9]2[CH:14]=[CH:13][N:12]=[C:11]([NH:15][CH2:16][CH2:17][C:18]3[CH:23]=[CH:22][CH:21]=[CH:20][CH:19]=3)[N:10]=2)[CH:5]=[CH:4][CH:3]=1.[F:25][C:26]([F:37])([F:36])[C:27]1[CH:32]=[CH:31][C:30](B(O)O)=[CH:29][CH:28]=1.C(=O)([O-])[O-].[Na+].[Na+]. Given the product [CH3:24][N:8]([C:6]1[CH:5]=[CH:4][CH:3]=[C:2]([C:30]2[CH:31]=[CH:32][C:27]([C:26]([F:37])([F:36])[F:25])=[CH:28][CH:29]=2)[N:7]=1)[C:9]1[CH:14]=[CH:13][N:12]=[C:11]([NH:15][CH2:16][CH2:17][C:18]2[CH:23]=[CH:22][CH:21]=[CH:20][CH:19]=2)[N:10]=1, predict the reactants needed to synthesize it. (2) Given the product [Br:1][C:2]1[C:3]([CH3:14])=[N:4][N:5]([C:7]2[CH:8]=[CH:9][C:10]([NH:13][CH3:15])=[CH:11][CH:12]=2)[CH:6]=1, predict the reactants needed to synthesize it. The reactants are: [Br:1][C:2]1[C:3]([CH3:14])=[N:4][N:5]([C:7]2[CH:12]=[CH:11][C:10]([NH2:13])=[CH:9][CH:8]=2)[CH:6]=1.[CH2:15]=O.C[O-].[Na+].[BH4-].[Na+].[OH-].[Na+]. (3) Given the product [Cl:67][C:62]1[CH:63]=[CH:64][CH:65]=[CH:66][C:61]=1[NH:60][CH:57]1[CH2:58][CH2:59][N:54]([C:18](=[O:20])[CH2:17][NH:16][C:14]([C:11]2[CH:10]=[CH:9][C:8]([NH:7][C:1]3[CH:2]=[CH:3][CH:4]=[CH:5][CH:6]=3)=[CH:13][N:12]=2)=[O:15])[CH2:55][CH2:56]1, predict the reactants needed to synthesize it. The reactants are: [C:1]1([NH:7][C:8]2[CH:9]=[CH:10][C:11]([C:14]([NH:16][CH2:17][C:18]([OH:20])=O)=[O:15])=[N:12][CH:13]=2)[CH:6]=[CH:5][CH:4]=[CH:3][CH:2]=1.CCN(C(C)C)C(C)C.C1C=CC2N(O)N=NC=2C=1.CCN=C=NCCCN(C)C.Cl.Cl.Cl.[NH:54]1[CH2:59][CH2:58][CH:57]([NH:60][C:61]2[CH:66]=[CH:65][CH:64]=[CH:63][C:62]=2[Cl:67])[CH2:56][CH2:55]1. (4) Given the product [O:1]1[CH:5]=[CH:4][CH:3]=[C:2]1[C:6]([NH:28][C@H:27]([C:29]1[NH:30][CH:31]=[C:27]([C:21]2[CH:22]=[CH:23][CH:24]=[CH:25][CH:26]=2)[N:28]=1)[CH2:21][C:20]1[C:26]2[C:17](=[CH:22][CH:23]=[CH:24][CH:25]=2)[NH:18][CH:19]=1)=[O:8], predict the reactants needed to synthesize it. The reactants are: [O:1]1[CH:5]=[CH:4][CH:3]=[C:2]1[C:6]([OH:8])=O.C(N1[CH:20]=[CH:19][N:18]=[CH:17]1)([N:18]1[CH:19]=[CH:20]N=[CH:17]1)=O.[C:21]1([C:27]2[N:28]=[CH:29][NH:30][CH:31]=2)[CH:26]=[CH:25][CH:24]=[CH:23][CH:22]=1.